This data is from Experimentally validated miRNA-target interactions with 360,000+ pairs, plus equal number of negative samples. The task is: Binary Classification. Given a miRNA mature sequence and a target amino acid sequence, predict their likelihood of interaction. (1) The protein sequence of the target gene is MTKLLVAKVLCMVGVFFFMLLGSLLPVKVIEADLEKAHRSKKVLSLCNTFGGGVFLATCFNALLPAVRDKLQQVLSLGHISTDYPLAETLMMVGFFLTVFVEQLVLTFRRERPPFIDLETFNAGSDAGSDSEYESPFVGVGNRSHSLYPEPTAHTHGAGLRLRELGRPGPLRLLSLVFALSAHSVFEGLALGLQEEGERVVSLFVGVAIHETLVAVALGISMARSAVPLRDAAKLAVTVSAMIPVGIGLGLGIESARSVASSVASALLQGLAGGTFLFVTFLEILAKELEERSEQLLKVL.... Result: 0 (no interaction). The miRNA is hsa-miR-4713-3p with sequence UGGGAUCCAGACAGUGGGAGAA. (2) The miRNA is mmu-miR-1894-3p with sequence GCAAGGGAGAGGGUGAAGGGAG. Result: 0 (no interaction). The protein sequence of the target gene is MCEEEDSTALVCDNGSGLCKAGFAGDDAPRAVFPSIVGRPRHQGVMVGMGQKDSYVGDEAQSKRGILTLKYPIEHGIITNWDDMEKIWHHSFYNELRVAPEEHPTLLTEAPLNPKANREKMTQIMFETFNVPAMYVAIQAVLSLYASGRTTGIVLDSGDGVTHNVPIYEGYALPHAIMRLDLAGRDLTDYLMKILTERGYSFVTTAEREIVRDIKEKLCYVALDFENEMATAASSSSLEKSYELPDGQVITIGNERFRCPETLFQPSFIGMESAGIHETTYNSIMKCDIDIRKDLYANNV.... (3) The miRNA is cel-miR-1019-3p with sequence CUGUAAUUCCACAUUGCUUUCCAG. The protein sequence of the target gene is MASNERDAISWYQKKIGAYDQQIWEKSIEQTQIKGLKNKPKKMGHIKPDLIDVDLIRGSTFAKAKPEIPWTSLTRKGLVRVVFFPLFSNWWIQVTSLRIFVWLLLLYFMQVIAIVLYLMMPIVNISEVLGPLCLMLLMGTVHCQIVSTQITRPSGNNGNRRRRKLRKTVNGDGSRENGNNSSDKVRGIETLESVPIIGGFWETIFGNRIKRVKLISNKGTETDNDPSCVHPIIKRRQCRPEIRMWQTREKAKFSDGEKCRREAFRRLGNGVSDDLSSEEDGEARTQMILLRRSVEGASSD.... Result: 0 (no interaction). (4) The miRNA is hsa-miR-1295b-3p with sequence AAUAGGCCACGGAUCUGGGCAA. The protein sequence of the target gene is MLKQILSEMYIDPDLLAELSEEQKQILFFKMREEQIRRWKEREAAMERKESLPVKPRPKKENGKSVHWKLGADKEVWVWVMGEHHLDKPYDVLCNEIIAERARLKAEQEAEEPRKTHSEEFTNSLKTKSQYHDLQAPDNQQTKDIWKKVAEKEELEQGSRPAPTLEEEKIRSLSSSSRNIQQMLADSINRMKAYAFHQKKESMKKKQDEEINQIEEERTKQICKSWKEDSEWQASLRKSKAADEKRRSLAKQAREDYKRLSLGAQKGRGGERLQSPLRVPQKPERPPLPPKPQFLNSGAY.... Result: 0 (no interaction). (5) The miRNA is mmu-miR-217-5p with sequence UACUGCAUCAGGAACUGACUGGA. The protein sequence of the target gene is MAASAAAASAAAASAASGSPGPGEGSAGGEKRSTAPSAAASASASAAASSPAGGGAEALELLEHCGVCRERLRPEREPRLLPCLHSACSACLGPAAPAAANSSGDGGAAGDGTVVDCPVCKQQCFSKDIVENYFMRDSGSKAATDAQDANQCCTSCEDNAPATSYCVECSEPLCETCVEAHQRVKYTKDHTVRSTGPAKSRDGERTVYCNVHKHEPLVLFCESCDTLTCRDCQLNAHKDHQYQFLEDAVRNQRKLLASLVKRLGDKHATLQKSTKEVRSSIRQVSDVQKRVQVDVKMAIL.... Result: 0 (no interaction). (6) The miRNA is rno-miR-301a-3p with sequence CAGUGCAAUAGUAUUGUCAAAGC. The protein sequence of the target gene is MTQGKLSVANKAPGTEGQQHQANGEKKDAPAVPSAPPSYEEATSGEGLKAGTFPQGPTAVPLHPSWAYVDPSGSSGYEGGFPAGHHEHFTTFSWDDQKVRRLFIRKVYTILLVQLLVTLAVVALFTFCDVVKDYVQANPGWYWASYAVFFATYLTLACCSGPRRHFPWNLILLTIFTLSMAYLTGMLSSYYNTTSVLLCLVITALVCLSVTIFSFQTKFDFTSCQGVLFVLLMTLFFSGLLLAVLLPFQYVPWLHAVYAVLGAGVFTLFLAFDTQLLMGNRRHSLSPEEYIFGALNIYLD.... Result: 0 (no interaction). (7) The miRNA is mmu-miR-125b-2-3p with sequence ACAAGUCAGGUUCUUGGGACCU. The protein sequence of the target gene is MLRALWLFWILVAITVLFSKRCSAQESLSCDASGVCDGRSRSFTSIPSGLTAAMKSLDLSFNKITYIGHGDLRACANLQVLILKSSRINTIEGDAFYSLGSLEHLDLSDNHLSSLSSSWFGPLSSLKYLNLMGNPYQTLGVTSLFPNLTNLQTLRIGNVETFSEIRRIDFAGLTSLNELEIKALSLRNYQSQSLKSIRDIHHLTLHLSESAFLLEIFADILSSVRYLELRDTNLARFQFSPLPVDEVSSPMKKLAFRGSVLTDESFNELLKLLRYILELSEVEFDDCTLNGLGDFNPSES.... Result: 0 (no interaction). (8) The miRNA is hsa-miR-548aj-3p with sequence UAAAAACUGCAAUUACUUUUA. The protein sequence of the target gene is MSKDLVTFGDVAVNFSQEEWEWLNPAQRNLYRKVMLENYRSLVSLGVSVSKPDVISLLEQGKEPWMVKKEGTRGPCPDWEYVFKNSEFSSKQETYEESSKVVTVGARHLSYSLDYPSLREDCQSEDWYKNQLGSQEVHLSQLIITHKEILPEVQNKEYNKSWQTFHQDTIFDIQQSFPTKEKAHKHEPQKKSYRKKSVEMKHRKVYVEKKLLKCNDCEKVFNQSSSLTLHQRIHTGEKPYACVECGKTFSQSANLAQHKRIHTGEKPYECKECRKAFSQNAHLAQHQRVHTGEKPYQCKE.... Result: 1 (interaction). (9) The protein sequence of the target gene is MAHDQPLLVVQEALRKCFPVVEEQQNLWQSTLQDCSPLLSSLSNLAEQLQAAQSLRFEDVPALRPFPDLQERLRRKQLEAGDVVLDKLAERLATLLKVRNTINSHVEQVFQAYEQHAAVLDIDTVLRPSVVSPSVADMLEWLQDIDRHYGSSYLKRKYLLSSIHWGDLASIQALPKAWDQISENECQTLVSDVLVSVSFFLEEPGGCAASGDLEHHS. The miRNA is hsa-miR-7844-5p with sequence AAAACUAGGACUGUGUGGUGUA. Result: 0 (no interaction). (10) The miRNA is hsa-miR-181a-5p with sequence AACAUUCAACGCUGUCGGUGAGU. The protein sequence of the target gene is MAPHDPGSLTTLVPWAAALLLALGVERALALPEICTQCPGSVQNLSKVAFYCKTTRELMLHARCCLNQKGTILGLDLQNCSLEDPGPNFHQAHTTVIIDLQANPLKGDLANTFRGFTQLQTLILPQHVNCPGGINAWNTITSYIDNQICQGQKNLCNNTGDPEMCPENGSCVPDGPGLLQCVCADGFHGYKCMRQGSFSLLMFFGILGATTLSVSILLWATQRRKAKTS. Result: 0 (no interaction).